Dataset: Peptide-MHC class I binding affinity with 185,985 pairs from IEDB/IMGT. Task: Regression. Given a peptide amino acid sequence and an MHC pseudo amino acid sequence, predict their binding affinity value. This is MHC class I binding data. (1) The peptide sequence is FSENTWRDEY. The MHC is HLA-A68:02 with pseudo-sequence HLA-A68:02. The binding affinity (normalized) is 0. (2) The peptide sequence is ELPDGQVITI. The MHC is HLA-A02:03 with pseudo-sequence HLA-A02:03. The binding affinity (normalized) is 0.300. (3) The peptide sequence is LLTQSNAGF. The MHC is HLA-A69:01 with pseudo-sequence HLA-A69:01. The binding affinity (normalized) is 0.0847.